This data is from Full USPTO retrosynthesis dataset with 1.9M reactions from patents (1976-2016). The task is: Predict the reactants needed to synthesize the given product. Given the product [CH2:42]([N:39]1[C:34]2=[N:35][C:36]([CH2:37][CH3:38])=[C:31]([CH2:30][NH:29][C:23]([C:22]3[CH:26]=[CH:27][CH:28]=[C:20]([C:18]([NH:17][CH2:16][C:5]4[CH:6]=[C:7]([C:8]5[CH:13]=[CH:12][CH:11]=[C:10]([CH2:14][OH:15])[CH:9]=5)[C:2]([F:1])=[CH:3][CH:4]=4)=[O:19])[CH:21]=3)=[O:24])[C:32]([NH:44][CH:45]3[CH2:46][CH2:47][O:48][CH2:49][CH2:50]3)=[C:33]2[CH:41]=[N:40]1)[CH3:43], predict the reactants needed to synthesize it. The reactants are: [F:1][C:2]1[C:7]([C:8]2[CH:13]=[CH:12][CH:11]=[C:10]([CH2:14][OH:15])[CH:9]=2)=[CH:6][C:5]([CH2:16][NH:17][C:18]([C:20]2[CH:21]=[C:22]([CH:26]=[CH:27][CH:28]=2)[C:23](O)=[O:24])=[O:19])=[CH:4][CH:3]=1.[NH2:29][CH2:30][C:31]1[C:36]([CH2:37][CH3:38])=[N:35][C:34]2[N:39]([CH2:42][CH3:43])[N:40]=[CH:41][C:33]=2[C:32]=1[NH:44][CH:45]1[CH2:50][CH2:49][O:48][CH2:47][CH2:46]1.CN(C(ON1N=NC2C=CC=CC1=2)=[N+](C)C)C.F[P-](F)(F)(F)(F)F.